Dataset: Catalyst prediction with 721,799 reactions and 888 catalyst types from USPTO. Task: Predict which catalyst facilitates the given reaction. Reactant: Cl[CH2:2][CH2:3][CH2:4][S:5]([N:8]1[CH2:13][CH2:12][CH:11]([C:14]2[C:22]3[C:17](=[C:18]([C:30]([NH2:32])=[O:31])[CH:19]=[C:20]([C:23]4[CH:28]=[CH:27][CH:26]=[C:25]([F:29])[CH:24]=4)[CH:21]=3)[NH:16][N:15]=2)[CH2:10][CH2:9]1)(=[O:7])=[O:6].C([O-])([O-])=O.[K+].[K+].[NH:39]1[CH2:44][CH2:43][O:42][CH2:41][CH2:40]1. Product: [F:29][C:25]1[CH:24]=[C:23]([C:20]2[CH:21]=[C:22]3[C:17](=[C:18]([C:30]([NH2:32])=[O:31])[CH:19]=2)[NH:16][N:15]=[C:14]3[CH:11]2[CH2:12][CH2:13][N:8]([S:5]([CH2:4][CH2:3][CH2:2][N:39]3[CH2:44][CH2:43][O:42][CH2:41][CH2:40]3)(=[O:7])=[O:6])[CH2:9][CH2:10]2)[CH:28]=[CH:27][CH:26]=1. The catalyst class is: 3.